From a dataset of Forward reaction prediction with 1.9M reactions from USPTO patents (1976-2016). Predict the product of the given reaction. (1) Given the reactants CN(C)C1C=CC=CC=1.[C:10]1([CH3:35])[CH:15]=[C:14]([CH3:16])[CH:13]=[C:12]([CH3:17])[C:11]=1[C:18]1[C:19]([CH3:34])=[N:20][N:21]2[C:26](=O)[C:25]([C:28]([O:30][CH2:31][CH3:32])=[O:29])=[C:24]([CH3:33])[NH:23][C:22]=12.P(Cl)(Cl)([Cl:38])=O, predict the reaction product. The product is: [Cl:38][C:26]1[N:21]2[N:20]=[C:19]([CH3:34])[C:18]([C:11]3[C:12]([CH3:17])=[CH:13][C:14]([CH3:16])=[CH:15][C:10]=3[CH3:35])=[C:22]2[N:23]=[C:24]([CH3:33])[C:25]=1[C:28]([O:30][CH2:31][CH3:32])=[O:29]. (2) Given the reactants O[C:2]1[C:3]([CH:11]2[C:19]3[C:14](=[CH:15][CH:16]=[CH:17][CH:18]=3)[N:13]([CH2:20][CH2:21][CH2:22][CH2:23][CH3:24])[C:12]2=[O:25])=[CH:4][C:5]2[O:9][CH2:8][O:7][C:6]=2[CH:10]=1.[O:26]1C2C=CC(C3C4C(=CC=CC=4)N(CCCCC)C3=O)=CC=2O[CH2:27]1, predict the reaction product. The product is: [O:7]1[C:6]2[CH:10]=[CH:2][C:3]([C:11]3([CH2:27][OH:26])[C:19]4[C:14](=[CH:15][CH:16]=[CH:17][CH:18]=4)[N:13]([CH2:20][CH2:21][CH2:22][CH2:23][CH3:24])[C:12]3=[O:25])=[CH:4][C:5]=2[O:9][CH2:8]1.